Dataset: Experimentally validated miRNA-target interactions with 360,000+ pairs, plus equal number of negative samples. Task: Binary Classification. Given a miRNA mature sequence and a target amino acid sequence, predict their likelihood of interaction. (1) The miRNA is hsa-miR-4665-3p with sequence CUCGGCCGCGGCGCGUAGCCCCCGCC. The protein sequence of the target gene is MEIRQHEWLSASPHEGFEQMRLKSRPKEPSPSLTRVGANFYSSVKQQDYSASVWLRRKDKLEHSQQKCIVIFALVCCFAILVALIFSAVDIMGEDEDGLSEKNCQNKCRIALVENIPEGLNYSENAPFHLSLFQGWMNLLNMAKKSVDIVSSHWDLNHTHPSACQGQRLFEKLLQLTSQNIEIKLVSDVTADSKVLEALKLKGAEVTYMNMTAYNKGRLQSSFWIVDKQHVYIGSAGLDWQSLGQMKELGVIFYNCSCLVLDLQRIFALYSSLKFKSRVPQTWSKRLYGVYDNEKKLQLQ.... Result: 1 (interaction). (2) Result: 0 (no interaction). The miRNA is cel-miR-355-5p with sequence UUUGUUUUAGCCUGAGCUAUG. The protein sequence of the target gene is MARNVVYPLYRLGGPQLRVFRTNFFIQLVRPGVAQPEDTVQFRIPMEMTRVDLRNYLEGIYNVPVAAVRTRVQHGSNKRRDHRNVRIKKPDYKVAYVQLAHGQTFTFPDLFPEKDESPEGSAADDLYSMLEEERQQRQSSDPRRGGVPSWFGL. (3) The miRNA is mmu-miR-181a-5p with sequence AACAUUCAACGCUGUCGGUGAGU. The protein sequence of the target gene is MDHYDSQQTNDYMQPEEDWDRDLLLDPAWEKQQRKTFTAWCNSHLRKAGTQIENIEEDFRDGLKLMLLLEVISGERLAKPERGKMRVHKISNVNKALDFIASKGVKLVSIGAEEIVDGNVKMTLGMIWTIILRFAIQDISVEETSAKEGLLLWCQRKTAPYKNVNIQNFHISWKDGLGFCALIHRHRPELIDYGKLRKDDPLTNLNTAFDVAERFLDIPKMLDAEDIVGTARPDEKAIMTYVSSFYHAFSGAQKAETAANRICKVLAVNQENEQLMEDYEKLASDLLEWIRRTIPWLENR.... Result: 0 (no interaction).